Dataset: Peptide-MHC class I binding affinity with 185,985 pairs from IEDB/IMGT. Task: Regression. Given a peptide amino acid sequence and an MHC pseudo amino acid sequence, predict their binding affinity value. This is MHC class I binding data. (1) The peptide sequence is YYGKGAKGGI. The MHC is H-2-Kd with pseudo-sequence H-2-Kd. The binding affinity (normalized) is 0. (2) The peptide sequence is LLNSNALLR. The MHC is HLA-A11:01 with pseudo-sequence HLA-A11:01. The binding affinity (normalized) is 0.501.